Dataset: Catalyst prediction with 721,799 reactions and 888 catalyst types from USPTO. Task: Predict which catalyst facilitates the given reaction. (1) Reactant: [CH3:1][C:2]1([CH3:10])[O:9][C:7](=[O:8])[CH2:6][C:4](=[O:5])[O:3]1.[CH:11](OCC)(OCC)OCC.[NH2:21][C:22]1[CH:31]=[CH:30][C:25]([C:26]([O:28][CH3:29])=[O:27])=[C:24]([OH:32])[CH:23]=1. Product: [CH3:1][C:2]1([CH3:10])[O:9][C:7](=[O:8])[C:6](=[CH:11][NH:21][C:22]2[CH:31]=[CH:30][C:25]([C:26]([O:28][CH3:29])=[O:27])=[C:24]([OH:32])[CH:23]=2)[C:4](=[O:5])[O:3]1. The catalyst class is: 41. (2) The catalyst class is: 3. Reactant: [Br:1][C:2]1[CH:7]=[CH:6][C:5]([CH2:8][C:9]([OH:11])=[O:10])=[CH:4][CH:3]=1.C([O-])([O-])=O.[Cs+].[Cs+].[CH2:18](Br)[C:19]1[CH:24]=[CH:23][CH:22]=[CH:21][CH:20]=1. Product: [CH2:18]([O:10][C:9](=[O:11])[CH2:8][C:5]1[CH:4]=[CH:3][C:2]([Br:1])=[CH:7][CH:6]=1)[C:19]1[CH:24]=[CH:23][CH:22]=[CH:21][CH:20]=1. (3) Reactant: Cl[C:2]1[N:7]=[C:6]([NH:8][C:9]2[CH:13]=[C:12]([CH:14]3[CH2:16][CH2:15]3)[NH:11][N:10]=2)[CH:5]=[CH:4][N:3]=1.CC1(C)C(C)(C)OB([C:25]2[CH:30]=[CH:29][C:28]([CH2:31][C:32]#[N:33])=[CH:27][CH:26]=2)O1.C([O-])([O-])=O.[Na+].[Na+].O1CCOCC1. Product: [CH:14]1([C:12]2[NH:11][N:10]=[C:9]([NH:8][C:6]3[CH:5]=[CH:4][N:3]=[C:2]([C:25]4[CH:30]=[CH:29][C:28]([CH2:31][C:32]#[N:33])=[CH:27][CH:26]=4)[N:7]=3)[CH:13]=2)[CH2:16][CH2:15]1. The catalyst class is: 6. (4) Reactant: [F:1][C:2]1[CH:7]=[CH:6][CH:5]=[CH:4][C:3]=1[N:8]1[C:16]2[C:11](=[C:12]([N:17]3[CH2:24][C@H:23]4[C@H:19]([CH2:20][NH:21][CH2:22]4)[C:18]3=[O:25])[CH:13]=[CH:14][CH:15]=2)[CH:10]=[N:9]1.[OH:26][C:27]1([C:30](O)=[O:31])[CH2:29][CH2:28]1.C(N=C=NCCCN(C)C)C.ON=C(C#N)C(OCC)=O. Product: [F:1][C:2]1[CH:7]=[CH:6][CH:5]=[CH:4][C:3]=1[N:8]1[C:16]2[C:11](=[C:12]([N:17]3[CH2:24][C@H:23]4[C@H:19]([CH2:20][N:21]([C:30]([C:27]5([OH:26])[CH2:29][CH2:28]5)=[O:31])[CH2:22]4)[C:18]3=[O:25])[CH:13]=[CH:14][CH:15]=2)[CH:10]=[N:9]1. The catalyst class is: 17. (5) Reactant: F[C:2]1[N:7]=[C:6]([N:8]2[CH2:12][CH2:11][O:10][C:9]2=[O:13])[CH:5]=[CH:4][N:3]=1.[C:14]1([CH3:27])[CH:19]=[CH:18][C:17]([C:20]2[N:24]=[C:23]([CH2:25][NH2:26])[O:22][N:21]=2)=[CH:16][CH:15]=1.[CH2:28](O)[CH2:29][CH3:30]. Product: [CH:29]([C@H:12]1[CH2:11][O:10][C:9](=[O:13])[N:8]1[C:6]1[CH:5]=[CH:4][N:3]=[C:2]([NH:26][CH2:25][C:23]2[O:22][N:21]=[C:20]([C:17]3[CH:16]=[CH:15][C:14]([CH3:27])=[CH:19][CH:18]=3)[N:24]=2)[N:7]=1)([CH3:30])[CH3:28]. The catalyst class is: 51. (6) Reactant: C[O:2][C:3]([C:5]1[CH:6]=[CH:7][C:8]2=[C:9]([CH:23]=1)[O:10][CH2:11][C:12]1[CH:22]=[CH:21][CH:20]=[CH:19][C:13]=1/[C:14]/2=[C:15](/[C:17]#[N:18])\[CH3:16])=O.[BH4-].[Li+].Cl. Product: [OH:2][CH2:3][C:5]1[CH:6]=[CH:7][C:8]2=[C:9]([CH:23]=1)[O:10][CH2:11][C:12]1[CH:22]=[CH:21][CH:20]=[CH:19][C:13]=1/[C:14]/2=[C:15](\[CH3:16])/[C:17]#[N:18]. The catalyst class is: 1.